Dataset: NCI-60 drug combinations with 297,098 pairs across 59 cell lines. Task: Regression. Given two drug SMILES strings and cell line genomic features, predict the synergy score measuring deviation from expected non-interaction effect. (1) Cell line: M14. Drug 1: C1C(C(OC1N2C=C(C(=O)NC2=O)F)CO)O. Synergy scores: CSS=6.30, Synergy_ZIP=-3.12, Synergy_Bliss=1.36, Synergy_Loewe=-2.75, Synergy_HSA=-0.366. Drug 2: CN(CCCl)CCCl.Cl. (2) Drug 1: CC1C(C(CC(O1)OC2CC(OC(C2O)C)OC3=CC4=CC5=C(C(=O)C(C(C5)C(C(=O)C(C(C)O)O)OC)OC6CC(C(C(O6)C)O)OC7CC(C(C(O7)C)O)OC8CC(C(C(O8)C)O)(C)O)C(=C4C(=C3C)O)O)O)O. Drug 2: C1=NC2=C(N1)C(=S)N=CN2. Cell line: HOP-62. Synergy scores: CSS=67.9, Synergy_ZIP=2.59, Synergy_Bliss=4.02, Synergy_Loewe=0.487, Synergy_HSA=1.50. (3) Drug 1: CC1OCC2C(O1)C(C(C(O2)OC3C4COC(=O)C4C(C5=CC6=C(C=C35)OCO6)C7=CC(=C(C(=C7)OC)O)OC)O)O. Drug 2: C1=CN(C(=O)N=C1N)C2C(C(C(O2)CO)O)O.Cl. Cell line: SK-MEL-2. Synergy scores: CSS=37.6, Synergy_ZIP=-9.79, Synergy_Bliss=-2.00, Synergy_Loewe=0.926, Synergy_HSA=2.60. (4) Drug 1: C1=CC(=C2C(=C1NCCNCCO)C(=O)C3=C(C=CC(=C3C2=O)O)O)NCCNCCO. Drug 2: CCCS(=O)(=O)NC1=C(C(=C(C=C1)F)C(=O)C2=CNC3=C2C=C(C=N3)C4=CC=C(C=C4)Cl)F. Cell line: SK-MEL-5. Synergy scores: CSS=44.7, Synergy_ZIP=-0.0804, Synergy_Bliss=2.78, Synergy_Loewe=1.02, Synergy_HSA=6.05. (5) Drug 2: CN(CC1=CN=C2C(=N1)C(=NC(=N2)N)N)C3=CC=C(C=C3)C(=O)NC(CCC(=O)O)C(=O)O. Synergy scores: CSS=18.2, Synergy_ZIP=-11.4, Synergy_Bliss=-11.2, Synergy_Loewe=-9.91, Synergy_HSA=-6.85. Cell line: UO-31. Drug 1: C1=CC(=CC=C1CCCC(=O)O)N(CCCl)CCCl. (6) Drug 1: CC1=C2C(C(=O)C3(C(CC4C(C3C(C(C2(C)C)(CC1OC(=O)C(C(C5=CC=CC=C5)NC(=O)OC(C)(C)C)O)O)OC(=O)C6=CC=CC=C6)(CO4)OC(=O)C)OC)C)OC. Drug 2: C1=CC(=C2C(=C1NCCNCCO)C(=O)C3=C(C=CC(=C3C2=O)O)O)NCCNCCO. Cell line: SF-295. Synergy scores: CSS=70.7, Synergy_ZIP=2.63, Synergy_Bliss=1.47, Synergy_Loewe=5.97, Synergy_HSA=8.24. (7) Drug 1: CC1CCC2CC(C(=CC=CC=CC(CC(C(=O)C(C(C(=CC(C(=O)CC(OC(=O)C3CCCCN3C(=O)C(=O)C1(O2)O)C(C)CC4CCC(C(C4)OC)O)C)C)O)OC)C)C)C)OC. Drug 2: C1=NNC2=C1C(=O)NC=N2. Cell line: MDA-MB-435. Synergy scores: CSS=12.9, Synergy_ZIP=-3.46, Synergy_Bliss=0.464, Synergy_Loewe=-37.8, Synergy_HSA=-0.104. (8) Drug 1: CN(CC1=CN=C2C(=N1)C(=NC(=N2)N)N)C3=CC=C(C=C3)C(=O)NC(CCC(=O)O)C(=O)O. Drug 2: CC1=C(C=C(C=C1)C(=O)NC2=CC(=CC(=C2)C(F)(F)F)N3C=C(N=C3)C)NC4=NC=CC(=N4)C5=CN=CC=C5. Cell line: OVCAR-4. Synergy scores: CSS=48.4, Synergy_ZIP=0.0683, Synergy_Bliss=1.51, Synergy_Loewe=-19.5, Synergy_HSA=1.73. (9) Drug 1: CCC1=CC2CC(C3=C(CN(C2)C1)C4=CC=CC=C4N3)(C5=C(C=C6C(=C5)C78CCN9C7C(C=CC9)(C(C(C8N6C)(C(=O)OC)O)OC(=O)C)CC)OC)C(=O)OC.C(C(C(=O)O)O)(C(=O)O)O. Drug 2: C1CN(CCN1C(=O)CCBr)C(=O)CCBr. Cell line: T-47D. Synergy scores: CSS=18.8, Synergy_ZIP=-4.78, Synergy_Bliss=-4.64, Synergy_Loewe=-20.5, Synergy_HSA=-3.36. (10) Drug 1: CC12CCC3C(C1CCC2O)C(CC4=C3C=CC(=C4)O)CCCCCCCCCS(=O)CCCC(C(F)(F)F)(F)F. Drug 2: CN(CCCl)CCCl.Cl. Cell line: KM12. Synergy scores: CSS=17.8, Synergy_ZIP=-9.67, Synergy_Bliss=-1.19, Synergy_Loewe=-6.63, Synergy_HSA=0.728.